Dataset: Forward reaction prediction with 1.9M reactions from USPTO patents (1976-2016). Task: Predict the product of the given reaction. (1) Given the reactants [F:1][C:2]1[CH:7]=[CH:6][C:5]([CH:8]2[N:12]([S:13]([C:16]3[CH:21]=[CH:20][C:19]([CH3:22])=[CH:18][CH:17]=3)(=[O:15])=[O:14])[CH:11]([C:23]#[N:24])[CH2:10][CH2:9]2)=[CH:4][CH:3]=1.[N-:25]=[N+:26]=[N-:27].[Na+].Cl.C(N(CC)CC)C.Cl, predict the reaction product. The product is: [F:1][C:2]1[CH:3]=[CH:4][C:5]([CH:8]2[N:12]([S:13]([C:16]3[CH:17]=[CH:18][C:19]([CH3:22])=[CH:20][CH:21]=3)(=[O:15])=[O:14])[CH:11]([C:23]3[N:25]=[N:26][NH:27][N:24]=3)[CH2:10][CH2:9]2)=[CH:6][CH:7]=1. (2) Given the reactants [NH2:1][C:2]1[C:11]2[N:10]=[CH:9][C:8]([CH2:12][CH2:13][C:14]3[CH:19]=[CH:18][C:17]([OH:20])=[CH:16][C:15]=3[CH3:21])=[CH:7][C:6]=2[C:5]2[CH:22]=[CH:23][C:24]([CH3:26])=[CH:25][C:4]=2[N:3]=1.Br[CH2:28][CH2:29][O:30][CH2:31][CH2:32][O:33][CH2:34][CH2:35][CH2:36][P:37](=[O:44])([O:41][CH2:42][CH3:43])[O:38][CH2:39][CH3:40], predict the reaction product. The product is: [NH2:1][C:2]1[C:11]2[N:10]=[CH:9][C:8]([CH2:12][CH2:13][C:14]3[CH:19]=[CH:18][C:17]([O:20][CH2:28][CH2:29][O:30][CH2:31][CH2:32][O:33][CH2:34][CH2:35][CH2:36][P:37](=[O:44])([O:41][CH2:42][CH3:43])[O:38][CH2:39][CH3:40])=[CH:16][C:15]=3[CH3:21])=[CH:7][C:6]=2[C:5]2[CH:22]=[CH:23][C:24]([CH3:26])=[CH:25][C:4]=2[N:3]=1. (3) Given the reactants C(N(CC)[C:4](=[O:18])[C:5]([OH:17])([C:8]1[CH:13]=[CH:12][NH:11][C:10](=[O:14])[C:9]=1[CH2:15][OH:16])[CH2:6][CH3:7])C.C(N(CC)C(=O)C(=O)CC)C.Cl, predict the reaction product. The product is: [CH2:6]([C:5]1([OH:17])[C:8]2[CH:13]=[CH:12][NH:11][C:10](=[O:14])[C:9]=2[CH2:15][O:16][C:4]1=[O:18])[CH3:7].